From a dataset of NCI-60 drug combinations with 297,098 pairs across 59 cell lines. Regression. Given two drug SMILES strings and cell line genomic features, predict the synergy score measuring deviation from expected non-interaction effect. (1) Drug 1: CCC1=CC2CC(C3=C(CN(C2)C1)C4=CC=CC=C4N3)(C5=C(C=C6C(=C5)C78CCN9C7C(C=CC9)(C(C(C8N6C)(C(=O)OC)O)OC(=O)C)CC)OC)C(=O)OC.C(C(C(=O)O)O)(C(=O)O)O. Drug 2: CN(C)N=NC1=C(NC=N1)C(=O)N. Cell line: MDA-MB-231. Synergy scores: CSS=34.0, Synergy_ZIP=-5.50, Synergy_Bliss=0.586, Synergy_Loewe=-63.4, Synergy_HSA=-1.87. (2) Drug 1: CCC1=C2CN3C(=CC4=C(C3=O)COC(=O)C4(CC)O)C2=NC5=C1C=C(C=C5)O. Drug 2: CC12CCC3C(C1CCC2OP(=O)(O)O)CCC4=C3C=CC(=C4)OC(=O)N(CCCl)CCCl.[Na+]. Cell line: SF-295. Synergy scores: CSS=53.7, Synergy_ZIP=1.63, Synergy_Bliss=0.139, Synergy_Loewe=-29.8, Synergy_HSA=1.96. (3) Drug 1: C1=NC2=C(N=C(N=C2N1C3C(C(C(O3)CO)O)O)F)N. Synergy scores: CSS=25.0, Synergy_ZIP=-7.90, Synergy_Bliss=-2.05, Synergy_Loewe=0.556, Synergy_HSA=1.21. Drug 2: N.N.Cl[Pt+2]Cl. Cell line: UACC-257. (4) Drug 1: C1=C(C(=O)NC(=O)N1)F. Drug 2: CC(C1=C(C=CC(=C1Cl)F)Cl)OC2=C(N=CC(=C2)C3=CN(N=C3)C4CCNCC4)N. Cell line: OVCAR-5. Synergy scores: CSS=34.5, Synergy_ZIP=-0.999, Synergy_Bliss=-2.23, Synergy_Loewe=-1.42, Synergy_HSA=-1.07. (5) Drug 1: C1CCC(C1)C(CC#N)N2C=C(C=N2)C3=C4C=CNC4=NC=N3. Drug 2: CC1CCCC2(C(O2)CC(NC(=O)CC(C(C(=O)C(C1O)C)(C)C)O)C(=CC3=CSC(=N3)C)C)C. Cell line: OVCAR-8. Synergy scores: CSS=2.53, Synergy_ZIP=1.79, Synergy_Bliss=0.766, Synergy_Loewe=-2.26, Synergy_HSA=-1.20. (6) Drug 1: CC1=CC2C(CCC3(C2CCC3(C(=O)C)OC(=O)C)C)C4(C1=CC(=O)CC4)C. Drug 2: C1=C(C(=O)NC(=O)N1)N(CCCl)CCCl. Cell line: ACHN. Synergy scores: CSS=63.4, Synergy_ZIP=-2.29, Synergy_Bliss=-0.208, Synergy_Loewe=-16.1, Synergy_HSA=0.389. (7) Drug 1: C1=NC2=C(N=C(N=C2N1C3C(C(C(O3)CO)O)O)F)N. Drug 2: CC(C)(C#N)C1=CC(=CC(=C1)CN2C=NC=N2)C(C)(C)C#N. Cell line: HCC-2998. Synergy scores: CSS=21.0, Synergy_ZIP=-3.54, Synergy_Bliss=-1.99, Synergy_Loewe=-4.74, Synergy_HSA=-3.19. (8) Drug 1: CN(C)N=NC1=C(NC=N1)C(=O)N. Drug 2: CC1=C(C=C(C=C1)NC(=O)C2=CC=C(C=C2)CN3CCN(CC3)C)NC4=NC=CC(=N4)C5=CN=CC=C5. Cell line: HT29. Synergy scores: CSS=7.11, Synergy_ZIP=-1.20, Synergy_Bliss=3.15, Synergy_Loewe=-0.0103, Synergy_HSA=1.24. (9) Drug 1: CC1C(C(=O)NC(C(=O)N2CCCC2C(=O)N(CC(=O)N(C(C(=O)O1)C(C)C)C)C)C(C)C)NC(=O)C3=C4C(=C(C=C3)C)OC5=C(C(=O)C(=C(C5=N4)C(=O)NC6C(OC(=O)C(N(C(=O)CN(C(=O)C7CCCN7C(=O)C(NC6=O)C(C)C)C)C)C(C)C)C)N)C. Drug 2: COCCOC1=C(C=C2C(=C1)C(=NC=N2)NC3=CC=CC(=C3)C#C)OCCOC.Cl. Cell line: OVCAR-4. Synergy scores: CSS=7.83, Synergy_ZIP=3.12, Synergy_Bliss=14.1, Synergy_Loewe=-61.5, Synergy_HSA=7.72.